This data is from TCR-epitope binding with 47,182 pairs between 192 epitopes and 23,139 TCRs. The task is: Binary Classification. Given a T-cell receptor sequence (or CDR3 region) and an epitope sequence, predict whether binding occurs between them. (1) The epitope is GLCTLVAML. The TCR CDR3 sequence is CASSWGQGSYEQYF. Result: 1 (the TCR binds to the epitope). (2) The epitope is HLVDFQVTI. The TCR CDR3 sequence is CASSMGTSTDTQYF. Result: 0 (the TCR does not bind to the epitope). (3) The epitope is IPIQASLPF. The TCR CDR3 sequence is CASSFGGGAYYEQYF. Result: 1 (the TCR binds to the epitope). (4) The epitope is CINGVCWTV. The TCR CDR3 sequence is CSVPGGIYGYTF. Result: 0 (the TCR does not bind to the epitope). (5) The epitope is VTEHDTLLY. The TCR CDR3 sequence is CAWSVYRGYEQYF. Result: 1 (the TCR binds to the epitope). (6) The epitope is HLVDFQVTI. The TCR CDR3 sequence is CATSDFKGGSYEQYF. Result: 1 (the TCR binds to the epitope). (7) The epitope is KMKDLSPRW. The TCR CDR3 sequence is CASSLRDRGEYQETQYF. Result: 0 (the TCR does not bind to the epitope).